From a dataset of Full USPTO retrosynthesis dataset with 1.9M reactions from patents (1976-2016). Predict the reactants needed to synthesize the given product. (1) Given the product [NH2:10][C:11]1[CH:39]=[CH:40][CH:35]=[CH:36][C:12]=1[NH:8][C:6]([NH:34][C:31]1[CH:32]=[CH:33][C:28]([C:16]2[N:15]=[C:14]([Cl:13])[C:19]([S:20][CH3:21])=[C:18]([N:22]3[CH2:27][CH2:26][O:25][CH2:24][CH2:23]3)[N:17]=2)=[CH:29][CH:30]=1)=[S:7], predict the reactants needed to synthesize it. The reactants are: N1([C:6]([N:8]2[CH2:12][CH:11]=[N:10]C2)=[S:7])CC=NC1.[Cl:13][C:14]1[C:19]([S:20][CH3:21])=[C:18]([N:22]2[CH2:27][CH2:26][O:25][CH2:24][CH2:23]2)[N:17]=[C:16]([C:28]2[CH:33]=[CH:32][C:31]([NH2:34])=[CH:30][CH:29]=2)[N:15]=1.[C:35]1(N)[C:36](N)=CC=[CH:39][CH:40]=1. (2) Given the product [Cl:28][C:17]1[CH:16]=[C:15]([NH:14][C:13]2[C:8]3[N:9]([CH:31]=[C:6]([C:4]([OH:5])=[O:3])[C:7]=3[CH3:32])[N:10]=[CH:11][C:12]=2[C:29]#[N:30])[CH:20]=[CH:19][C:18]=1[S:21][C:22]1[N:23]([CH3:27])[CH:24]=[CH:25][N:26]=1, predict the reactants needed to synthesize it. The reactants are: C([O:3][C:4]([C:6]1[C:7]([CH3:32])=[C:8]2[C:13]([NH:14][C:15]3[CH:20]=[CH:19][C:18]([S:21][C:22]4[N:23]([CH3:27])[CH:24]=[CH:25][N:26]=4)=[C:17]([Cl:28])[CH:16]=3)=[C:12]([C:29]#[N:30])[CH:11]=[N:10][N:9]2[CH:31]=1)=[O:5])C.[OH-].[Na+].CCO.C1COCC1.Cl. (3) The reactants are: [S:1]1[C:5]2[CH:6]=[CH:7][CH:8]=[CH:9][C:4]=2[N:3]=[C:2]1[S:10][CH2:11][C:12]([OH:14])=O.[F:15][C:16]1[CH:24]=[C:23]2[C:19]([CH2:20][CH2:21][NH:22]2)=[CH:18][CH:17]=1. Given the product [S:1]1[C:5]2[CH:6]=[CH:7][CH:8]=[CH:9][C:4]=2[N:3]=[C:2]1[S:10][CH2:11][C:12]([N:22]1[C:23]2[C:19](=[CH:18][CH:17]=[C:16]([F:15])[CH:24]=2)[CH2:20][CH2:21]1)=[O:14], predict the reactants needed to synthesize it. (4) Given the product [C:1]([O:5][C:6]([N:8]1[CH2:13][CH2:12][CH:11]([O:14][C:16]2[CH:23]=[CH:22][C:19]([CH:20]=[O:21])=[CH:18][CH:17]=2)[CH2:10][CH2:9]1)=[O:7])([CH3:4])([CH3:2])[CH3:3], predict the reactants needed to synthesize it. The reactants are: [C:1]([O:5][C:6]([N:8]1[CH2:13][CH2:12][CH:11]([OH:14])[CH2:10][CH2:9]1)=[O:7])([CH3:4])([CH3:3])[CH3:2].O[C:16]1[CH:23]=[CH:22][C:19]([CH:20]=[O:21])=[CH:18][CH:17]=1.C1(P(C2C=CC=CC=2)C2C=CC=CC=2)C=CC=CC=1.C(OCC)(=O)C.